The task is: Predict the reaction yield, written as a fraction of the theoretical maximum amount of product (1.0 means a 100% yield; for example, 0.34 means a 34% yield).. This data is from Reaction yield outcomes from USPTO patents with 853,638 reactions. (1) The reactants are [NH2:1][C:2]1[N:7]=[CH:6][N:5]=[C:4]2[N:8]([C@@H:26]3[CH2:31][CH2:30][CH2:29][N:28]([C:32](=[O:36])[CH2:33][C:34]#[N:35])[CH2:27]3)[N:9]=[C:10]([C:11]3[CH:16]=[CH:15][C:14]([O:17][C:18]4[CH:23]=[C:22]([F:24])[CH:21]=[C:20]([F:25])[CH:19]=4)=[CH:13][CH:12]=3)[C:3]=12.[CH:37]1([CH:40]=O)[CH2:39][CH2:38]1.N1CCCCC1.ClCCl. The catalyst is CO. The product is [NH2:1][C:2]1[N:7]=[CH:6][N:5]=[C:4]2[N:8]([C@@H:26]3[CH2:31][CH2:30][CH2:29][N:28]([C:32]([C:33](=[CH:40][CH:37]4[CH2:39][CH2:38]4)[C:34]#[N:35])=[O:36])[CH2:27]3)[N:9]=[C:10]([C:11]3[CH:16]=[CH:15][C:14]([O:17][C:18]4[CH:19]=[C:20]([F:25])[CH:21]=[C:22]([F:24])[CH:23]=4)=[CH:13][CH:12]=3)[C:3]=12. The yield is 0.420. (2) The reactants are [Br:1][C:2]1[CH:3]=[C:4]2[C:9](=[CH:10][CH:11]=1)[N:8]([C:12](=[O:14])[CH3:13])[C@@H:7]([CH3:15])[CH2:6][N:5]2S(C1C=CC(C)=CC=1)(=O)=O.S(=O)(=O)(O)O.[OH-].[Na+]. The catalyst is ClCCl. The product is [Br:1][C:2]1[CH:3]=[C:4]2[C:9](=[CH:10][CH:11]=1)[N:8]([C:12](=[O:14])[CH3:13])[C@@H:7]([CH3:15])[CH2:6][NH:5]2. The yield is 0.850. (3) The reactants are [Cl:1][C:2]1[CH:7]=[CH:6][CH:5]=[CH:4][C:3]=1[C:8]1[N:13]=[N:12][C:11]([NH:14][NH:15][C:16](=O)[CH2:17][C:18]2[CH:23]=[CH:22][CH:21]=[CH:20][CH:19]=2)=[CH:10][C:9]=1[C:25]1[CH:30]=[CH:29][C:28]([Cl:31])=[CH:27][CH:26]=1.[Cl-].[Cl-].C1(P(C2C=CC=CC=2)C2C=CC=CC=2)C=CC=CC=1.ClC1C=CC=CC=1C1C(C2C=CC(Cl)=CC=2)=CC2N(C(CC3CCCCC3)=NN=2)N=1. No catalyst specified. The product is [CH2:17]([C:16]1[N:12]2[N:13]=[C:8]([C:3]3[CH:4]=[CH:5][CH:6]=[CH:7][C:2]=3[Cl:1])[C:9]([C:25]3[CH:30]=[CH:29][C:28]([Cl:31])=[CH:27][CH:26]=3)=[CH:10][C:11]2=[N:14][N:15]=1)[C:18]1[CH:23]=[CH:22][CH:21]=[CH:20][CH:19]=1. The yield is 0.540. (4) The reactants are Cl[C:2]1[CH:3]=[C:4]([CH:9]=[CH:10][N:11]=1)[C:5]([O:7][CH3:8])=[O:6].[F:12][C:13]1[CH:23]=[CH:22][C:16](/[CH:17]=[CH:18]/B(O)O)=[CH:15][CH:14]=1.P([O-])([O-])([O-])=O.[K+].[K+].[K+]. The catalyst is Cl[Pd]Cl. The product is [F:12][C:13]1[CH:23]=[CH:22][C:16](/[CH:17]=[CH:18]/[C:2]2[CH:3]=[C:4]([CH:9]=[CH:10][N:11]=2)[C:5]([O:7][CH3:8])=[O:6])=[CH:15][CH:14]=1. The yield is 0.470. (5) The product is [Cl:27][C:28]1[CH:33]=[C:32]([C:2]2[CH:3]=[C:4]3[C:9](=[CH:10][CH:11]=2)[N:8]=[CH:7][C:6]([C:12](=[O:14])[CH3:13])=[C:5]3[NH:15][C@H:16]2[CH2:21][CH2:20][C@H:19]([CH2:22][CH2:23][N:24]([CH3:26])[CH3:25])[CH2:18][CH2:17]2)[CH:31]=[C:30]([Cl:43])[C:29]=1[OH:44]. The yield is 0.0970. No catalyst specified. The reactants are Br[C:2]1[CH:3]=[C:4]2[C:9](=[CH:10][CH:11]=1)[N:8]=[CH:7][C:6]([C:12](=[O:14])[CH3:13])=[C:5]2[NH:15][C@H:16]1[CH2:21][CH2:20][C@H:19]([CH2:22][CH2:23][N:24]([CH3:26])[CH3:25])[CH2:18][CH2:17]1.[Cl:27][C:28]1[CH:33]=[C:32](B2OC(C)(C)C(C)(C)O2)[CH:31]=[C:30]([Cl:43])[C:29]=1[OH:44]. (6) The reactants are [OH-:1].[K+].[F:3][C:4]([F:17])([F:16])[CH2:5][CH2:6][O:7][C:8]1[CH:15]=[CH:14][C:11]([CH:12]=[O:13])=[CH:10][CH:9]=1.OO.Cl. The catalyst is CO. The product is [F:3][C:4]([F:16])([F:17])[CH2:5][CH2:6][O:7][C:8]1[CH:15]=[CH:14][C:11]([C:12]([OH:1])=[O:13])=[CH:10][CH:9]=1. The yield is 0.830. (7) The reactants are [N+:1]([C:4]1[C:5]([NH:13][C@H:14]2[CH2:19][CH2:18][C@H:17]([CH2:20][CH2:21][C:22]#[N:23])[CH2:16][CH2:15]2)=[C:6]2[S:12][CH:11]=[CH:10][C:7]2=[N:8][CH:9]=1)([O-])=O. The catalyst is [Pd].CO. The product is [NH2:1][C:4]1[C:5]([NH:13][C@H:14]2[CH2:15][CH2:16][C@H:17]([CH2:20][CH2:21][C:22]#[N:23])[CH2:18][CH2:19]2)=[C:6]2[S:12][CH:11]=[CH:10][C:7]2=[N:8][CH:9]=1. The yield is 0.840. (8) The reactants are [Cl:1][C:2]1[CH:7]=[CH:6][CH:5]=[CH:4][C:3]=1[C:8]1[N:9]([C:16]2[CH:21]=[CH:20][C:19]([Cl:22])=[CH:18][CH:17]=2)[CH:10]=[C:11]([C:13]([OH:15])=O)[N:12]=1.N=C=N.[F:26][C:27]([F:39])([F:38])[C:28]1[CH:33]=[CH:32][C:31]([S:34]([NH2:37])(=[O:36])=[O:35])=[CH:30][CH:29]=1. The catalyst is CN(C1C=CN=CC=1)C.ClCCl. The product is [Cl:1][C:2]1[CH:7]=[CH:6][CH:5]=[CH:4][C:3]=1[C:8]1[N:9]([C:16]2[CH:21]=[CH:20][C:19]([Cl:22])=[CH:18][CH:17]=2)[CH:10]=[C:11]([C:13]([NH:37][S:34]([C:31]2[CH:30]=[CH:29][C:28]([C:27]([F:26])([F:39])[F:38])=[CH:33][CH:32]=2)(=[O:35])=[O:36])=[O:15])[N:12]=1. The yield is 0.100. (9) The reactants are [H-].[Na+].[CH2:3]([O:10][C:11]1[CH:12]=[C:13]2[C:17](=[CH:18][CH:19]=1)[NH:16][CH:15]=[CH:14]2)[C:4]1[CH:9]=[CH:8][CH:7]=[CH:6][CH:5]=1.[CH3:20][NH:21][C:22](=O)[O:23]C1C=CC=CC=1.O. The catalyst is CN(C)C=O. The product is [CH3:20][NH:21][C:22]([N:16]1[C:17]2[C:13](=[CH:12][C:11]([O:10][CH2:3][C:4]3[CH:5]=[CH:6][CH:7]=[CH:8][CH:9]=3)=[CH:19][CH:18]=2)[CH:14]=[CH:15]1)=[O:23]. The yield is 0.934. (10) The reactants are [CH3:1][C:2]([CH3:36])([CH3:35])[C:3](=[O:34])[CH2:4][N:5]1[C:10](=[O:11])[C:9]([CH2:12][C:13]2[CH:18]=[CH:17][C:16]([C:19]3[C:20]([C:25]#[N:26])=[CH:21][CH:22]=[CH:23][CH:24]=3)=[CH:15][CH:14]=2)=[C:8]([CH2:27][CH2:28][CH3:29])[N:7]2[N:30]=[C:31]([CH3:33])[N:32]=[C:6]12.[BH4-].[Na+]. The catalyst is CO. The product is [OH:34][CH:3]([C:2]([CH3:1])([CH3:36])[CH3:35])[CH2:4][N:5]1[C:10](=[O:11])[C:9]([CH2:12][C:13]2[CH:14]=[CH:15][C:16]([C:19]3[C:20]([C:25]#[N:26])=[CH:21][CH:22]=[CH:23][CH:24]=3)=[CH:17][CH:18]=2)=[C:8]([CH2:27][CH2:28][CH3:29])[N:7]2[N:30]=[C:31]([CH3:33])[N:32]=[C:6]12. The yield is 0.840.